From a dataset of Forward reaction prediction with 1.9M reactions from USPTO patents (1976-2016). Predict the product of the given reaction. Given the reactants [O:1]1[C:5]2[CH:6]=[CH:7][C:8]([C:10]3([C:13]([NH:15][C:16]4[CH:17]=[C:18]5[C:22](=[C:23]([C:25]#[N:26])[CH:24]=4)[NH:21][C:20]([C:27]([CH3:30])([CH3:29])[CH3:28])=[CH:19]5)=[O:14])[CH2:12][CH2:11]3)=[CH:9][C:4]=2[O:3][CH2:2]1.[OH:31]O.[OH-].[Na+], predict the reaction product. The product is: [O:1]1[C:5]2[CH:6]=[CH:7][C:8]([C:10]3([C:13]([NH:15][C:16]4[CH:17]=[C:18]5[C:22](=[C:23]([C:25]([NH2:26])=[O:31])[CH:24]=4)[NH:21][C:20]([C:27]([CH3:30])([CH3:29])[CH3:28])=[CH:19]5)=[O:14])[CH2:12][CH2:11]3)=[CH:9][C:4]=2[O:3][CH2:2]1.